This data is from TCR-epitope binding with 47,182 pairs between 192 epitopes and 23,139 TCRs. The task is: Binary Classification. Given a T-cell receptor sequence (or CDR3 region) and an epitope sequence, predict whether binding occurs between them. The epitope is GMFNMLSTVLGVS. The TCR CDR3 sequence is CSARDSAASGGTDTQYF. Result: 1 (the TCR binds to the epitope).